Dataset: Forward reaction prediction with 1.9M reactions from USPTO patents (1976-2016). Task: Predict the product of the given reaction. (1) Given the reactants [CH2:1]([O:8][C:9]1[C:14]([Cl:15])=[CH:13][C:12]([C:16]([N:18]2[C:27]3[C:22](=[CH:23][CH:24]=[CH:25][CH:26]=3)[NH:21][CH2:20][CH2:19]2)=[O:17])=[CH:11][C:10]=1[Cl:28])[C:2]1[CH:7]=[CH:6][CH:5]=[CH:4][CH:3]=1.C(N(CC)CC)C.[C:36](Cl)(=[O:38])[CH3:37].CO, predict the reaction product. The product is: [CH2:1]([O:8][C:9]1[C:10]([Cl:28])=[CH:11][C:12]([C:16]([N:18]2[C:27]3[C:22](=[CH:23][CH:24]=[CH:25][CH:26]=3)[N:21]([C:36](=[O:38])[CH3:37])[CH2:20][CH2:19]2)=[O:17])=[CH:13][C:14]=1[Cl:15])[C:2]1[CH:7]=[CH:6][CH:5]=[CH:4][CH:3]=1. (2) Given the reactants Cl[C:2]1[C:7]([C:8]#[N:9])=[CH:6][N:5]=[C:4]2[S:10][C:11]([C:13]3[CH:18]=[CH:17][CH:16]=[C:15]([CH2:19][N:20]([CH3:22])[CH3:21])[CH:14]=3)=[CH:12][C:3]=12.[CH3:23][C:24]1[C:32]([NH2:33])=[CH:31][CH:30]=[C:29]2[C:25]=1[CH:26]=[CH:27][NH:28]2, predict the reaction product. The product is: [CH3:21][N:20]([CH2:19][C:15]1[CH:14]=[C:13]([C:11]2[S:10][C:4]3=[N:5][CH:6]=[C:7]([C:8]#[N:9])[C:2]([NH:33][C:32]4[C:24]([CH3:23])=[C:25]5[C:29](=[CH:30][CH:31]=4)[NH:28][CH:27]=[CH:26]5)=[C:3]3[CH:12]=2)[CH:18]=[CH:17][CH:16]=1)[CH3:22]. (3) Given the reactants [Cl-].[Al+3].[Cl-].[Cl-].[C:5]1(=[O:15])[O:10][C:8](=[O:9])[C:7]2=[CH:11][CH:12]=[CH:13][CH:14]=[C:6]12.[OH:16][C:17]1[CH:22]=[CH:21][CH:20]=[C:19]([OH:23])[C:18]=1[CH3:24], predict the reaction product. The product is: [OH:16][C:17]1[C:18]([CH3:24])=[C:19]([OH:23])[CH:20]=[CH:21][C:22]=1[C:8]([C:7]1[CH:11]=[CH:12][CH:13]=[CH:14][C:6]=1[C:5]([OH:10])=[O:15])=[O:9]. (4) Given the reactants [Cl:1][C:2]1[CH:3]=[C:4]([C:12]2[O:16][N:15]=[C:14]([C:17]3[CH:25]=[CH:24][CH:23]=[C:22]4[C:18]=3[CH:19]=[N:20][N:21]4[CH2:26][CH2:27][CH2:28][C:29]([O:31]CC)=[O:30])[N:13]=2)[CH:5]=[CH:6][C:7]=1[O:8][CH:9]([CH3:11])[CH3:10].[OH-].[Na+], predict the reaction product. The product is: [Cl:1][C:2]1[CH:3]=[C:4]([C:12]2[O:16][N:15]=[C:14]([C:17]3[CH:25]=[CH:24][CH:23]=[C:22]4[C:18]=3[CH:19]=[N:20][N:21]4[CH2:26][CH2:27][CH2:28][C:29]([OH:31])=[O:30])[N:13]=2)[CH:5]=[CH:6][C:7]=1[O:8][CH:9]([CH3:11])[CH3:10]. (5) Given the reactants [CH3:1][C:2]1([CH3:19])[C:10]2[C:5](=[CH:6][C:7]([N+:15]([O-:17])=[O:16])=[C:8]([NH:11]C(=O)C)[CH:9]=2)[NH:4][C:3]1=[O:18].Br[CH2:21][C:22]#[C:23][C:24]([CH3:27])([CH3:26])[CH3:25].C([O-])([O-])=O.[K+].[K+], predict the reaction product. The product is: [NH2:11][C:8]1[CH:9]=[C:10]2[C:5](=[CH:6][C:7]=1[N+:15]([O-:17])=[O:16])[N:4]([CH2:21][C:22]#[C:23][C:24]([CH3:27])([CH3:26])[CH3:25])[C:3](=[O:18])[C:2]2([CH3:1])[CH3:19]. (6) Given the reactants Br[C:2]1[C:7](=[O:8])[N:6]2[N:9]=[CH:10][C:11]([C:12]#[N:13])=[C:5]2[NH:4][C:3]=1[CH3:14].[O:15]1[CH:19]=[CH:18][CH:17]=[C:16]1B(O)O.C(=O)([O-])[O-].[Na+].[Na+].Cl, predict the reaction product. The product is: [O:15]1[CH:19]=[CH:18][CH:17]=[C:16]1[C:2]1[C:7](=[O:8])[N:6]2[N:9]=[CH:10][C:11]([C:12]#[N:13])=[C:5]2[NH:4][C:3]=1[CH3:14]. (7) Given the reactants [CH2:1]([NH:8][C:9]([C:11]1[S:15][C:14]([N:16]2[CH2:21][CH2:20][CH2:19][CH2:18][C:17]2=[O:22])=[N:13][C:12]=1[CH3:23])=[O:10])[C:2]1[CH:7]=[CH:6][CH:5]=[CH:4][CH:3]=1.Br[CH2:25][C:26]1[CH:31]=[C:30]([F:32])[CH:29]=[CH:28][C:27]=1[F:33], predict the reaction product. The product is: [CH2:1]([NH:8][C:9]([C:11]1[S:15][C:14]([N:16]2[CH2:21][CH2:20][CH2:19][CH:18]([CH2:25][C:26]3[CH:31]=[C:30]([F:32])[CH:29]=[CH:28][C:27]=3[F:33])[C:17]2=[O:22])=[N:13][C:12]=1[CH3:23])=[O:10])[C:2]1[CH:7]=[CH:6][CH:5]=[CH:4][CH:3]=1. (8) Given the reactants [CH3:1][C:2]([CH3:22])([CH2:10][CH2:11][CH2:12][CH2:13][CH2:14][O:15][CH:16]1[CH2:21][CH2:20][CH2:19][CH2:18][O:17]1)/[CH:3]=[CH:4]/[C:5]([O:7][CH2:8][CH3:9])=[O:6], predict the reaction product. The product is: [CH3:22][C:2]([CH3:1])([CH2:10][CH2:11][CH2:12][CH2:13][CH2:14][O:15][CH:16]1[CH2:21][CH2:20][CH2:19][CH2:18][O:17]1)[CH2:3][CH2:4][C:5]([O:7][CH2:8][CH3:9])=[O:6]. (9) Given the reactants [C:1]([O:5][C:6]([NH:8][NH:9][CH2:10][C:11]1[CH:16]=[CH:15][C:14]([C:17]2[CH:22]=[CH:21][CH:20]=[CH:19][N:18]=2)=[CH:13][CH:12]=1)=[O:7])([CH3:4])([CH3:3])[CH3:2].[O:23]1[C@@H:25]([C@@H:26]([NH:34][C:35]([O:37][C:38]([CH3:41])([CH3:40])[CH3:39])=[O:36])[CH2:27][C:28]2[CH:33]=[CH:32][CH:31]=[CH:30][CH:29]=2)[CH2:24]1, predict the reaction product. The product is: [C:1]([O:5][C:6]([NH:8][N:9]([CH2:24][CH:25]([OH:23])[CH:26]([NH:34][C:35]([O:37][C:38]([CH3:41])([CH3:40])[CH3:39])=[O:36])[CH2:27][C:28]1[CH:33]=[CH:32][CH:31]=[CH:30][CH:29]=1)[CH2:10][C:11]1[CH:16]=[CH:15][C:14]([C:17]2[CH:22]=[CH:21][CH:20]=[CH:19][N:18]=2)=[CH:13][CH:12]=1)=[O:7])([CH3:4])([CH3:2])[CH3:3].